Task: Predict which catalyst facilitates the given reaction.. Dataset: Catalyst prediction with 721,799 reactions and 888 catalyst types from USPTO (1) Reactant: [C:1](Cl)(=[O:3])[CH3:2].[F:5][C:6]1[CH:7]=[C:8]([S:12]([NH:15][C:16]2[CH:17]=[C:18]3[C:22](=[CH:23][CH:24]=2)[NH:21][N:20]=[C:19]3[NH2:25])(=[O:14])=[O:13])[CH:9]=[CH:10][CH:11]=1.N1C=CC=CC=1. Product: [F:5][C:6]1[CH:7]=[C:8]([S:12]([NH:15][C:16]2[CH:17]=[C:18]3[C:22](=[CH:23][CH:24]=2)[NH:21][N:20]=[C:19]3[NH:25][C:1](=[O:3])[CH3:2])(=[O:13])=[O:14])[CH:9]=[CH:10][CH:11]=1. The catalyst class is: 6. (2) Reactant: [CH2:1]([O:8][C:9]1[CH:10]=[C:11]2[C:16](=[CH:17][CH:18]=1)[CH2:15][NH:14][CH2:13][CH2:12]2)[C:2]1[CH:7]=[CH:6][CH:5]=CC=1.Cl[CH:20]1[CH2:25][N:24]([CH:26]2[CH2:29][CH2:28][CH2:27]2)[CH2:23][CH2:22][NH:21]1.[C:30](N)(=[O:32])[CH3:31].C([O-])([O-])=O.[K+].[K+].[Na+].[I-]. Product: [CH:26]1([N:24]2[CH2:23][CH2:22][N:21]([C:30](=[O:32])[CH2:31][N:14]3[CH2:13][CH2:12][C:11]4[C:16](=[CH:17][CH:18]=[C:9]([O:8][CH:1]5[CH2:2][CH2:7][CH2:6][CH2:5]5)[CH:10]=4)[CH2:15]3)[CH2:20][CH2:25]2)[CH2:29][CH2:28][CH2:27]1. The catalyst class is: 47. (3) Reactant: [Cl-].O[NH3+:3].[C:4](=[O:7])([O-])[OH:5].[Na+].CS(C)=O.[CH2:13]([C:17]1[N:18]=[C:19]([CH3:49])[N:20]([C:39]2[CH:40]=[CH:41][C:42]3[O:46][CH:45]([CH3:47])[CH2:44][C:43]=3[CH:48]=2)[C:21](=[O:38])[C:22]=1[CH2:23][C:24]1[CH:29]=[CH:28][C:27]([C:30]2[C:31]([C:36]#[N:37])=[CH:32][CH:33]=[CH:34][CH:35]=2)=[CH:26][CH:25]=1)[CH2:14][CH2:15][CH3:16]. Product: [CH2:13]([C:17]1[N:18]=[C:19]([CH3:49])[N:20]([C:39]2[CH:40]=[CH:41][C:42]3[O:46][CH:45]([CH3:47])[CH2:44][C:43]=3[CH:48]=2)[C:21](=[O:38])[C:22]=1[CH2:23][C:24]1[CH:25]=[CH:26][C:27]([C:30]2[CH:35]=[CH:34][CH:33]=[CH:32][C:31]=2[C:36]2[NH:3][C:4](=[O:7])[O:5][N:37]=2)=[CH:28][CH:29]=1)[CH2:14][CH2:15][CH3:16]. The catalyst class is: 69. (4) Reactant: [NH:1]1[C:9]2[CH2:8][CH2:7][CH2:6][CH2:5][C:4]=2[CH2:3][C@H:2]1[C:10]([O:12][CH2:13][C:14]1[CH:19]=[CH:18][CH:17]=[CH:16][CH:15]=1)=[O:11].C(N(C(C)C)CC)(C)C.[C:29]1([CH3:44])[CH:34]=[CH:33][C:32]([S:35]([O:38][C@H:39]([CH3:43])[C:40](Cl)=[O:41])(=[O:37])=[O:36])=[CH:31][CH:30]=1. Product: [C:29]1([CH3:44])[CH:30]=[CH:31][C:32]([S:35]([O:38][C@H:39]([CH3:43])[C:40]([N:1]2[C:9]3[CH2:8][CH2:7][CH2:6][CH2:5][C:4]=3[CH2:3][C@H:2]2[C:10]([O:12][CH2:13][C:14]2[CH:19]=[CH:18][CH:17]=[CH:16][CH:15]=2)=[O:11])=[O:41])(=[O:36])=[O:37])=[CH:33][CH:34]=1. The catalyst class is: 4. (5) Reactant: [CH3:1][C:2]1[O:6][C:5]([C:7]2[CH:16]=[CH:15][C:10]([C:11]([O:13][CH3:14])=[O:12])=[CH:9][CH:8]=2)=[N:4][C:3]=1[CH2:17][SH:18].C(=O)([O-])[O-].[Cs+].[Cs+].I[C@H:26]1[CH2:30][CH2:29][C@H:28]([NH:31][C:32](=[O:38])[O:33][C:34]([CH3:37])([CH3:36])[CH3:35])[CH2:27]1. Product: [C:34]([O:33][C:32]([NH:31][C@H:28]1[CH2:29][CH2:30][C@@H:26]([S:18][CH2:17][C:3]2[N:4]=[C:5]([C:7]3[CH:8]=[CH:9][C:10]([C:11]([O:13][CH3:14])=[O:12])=[CH:15][CH:16]=3)[O:6][C:2]=2[CH3:1])[CH2:27]1)=[O:38])([CH3:37])([CH3:35])[CH3:36]. The catalyst class is: 9. (6) Reactant: [CH3:1][NH:2][CH3:3].C([O-])(O)=O.[Na+].Br[CH2:10][C:11]([NH:13][C:14]1[CH:39]=[CH:38][C:17]([C:18]([NH:20][C:21]2[S:25][C:24]([NH:26][C:27]3[CH:32]=[CH:31][C:30]([O:33][CH3:34])=[CH:29][CH:28]=3)=[N:23][C:22]=2[C:35]([NH2:37])=[O:36])=[O:19])=[CH:16][CH:15]=1)=[O:12]. Product: [CH3:1][N:2]([CH3:3])[CH2:10][C:11]([NH:13][C:14]1[CH:39]=[CH:38][C:17]([C:18]([NH:20][C:21]2[S:25][C:24]([NH:26][C:27]3[CH:32]=[CH:31][C:30]([O:33][CH3:34])=[CH:29][CH:28]=3)=[N:23][C:22]=2[C:35]([NH2:37])=[O:36])=[O:19])=[CH:16][CH:15]=1)=[O:12]. The catalyst class is: 1. (7) Reactant: C1CN([P+](ON2N=NC3C=CC=CC2=3)(N2CCCC2)N2CCCC2)CC1.F[P-](F)(F)(F)(F)F.[NH2:34][C:35]1[CH:36]=[C:37]2[C:44]3([CH2:49][CH2:48][S:47][C:46]([NH:50][C:51](=[O:57])[O:52][C:53]([CH3:56])([CH3:55])[CH3:54])=[N:45]3)[CH2:43][CH2:42][O:41][C:38]2=[CH:39][CH:40]=1.C(N(CC)C(C)C)(C)C.[F:67][C:68]([F:79])([F:78])[C:69]1[CH:70]=[CH:71][C:72]([C:75](O)=[O:76])=[N:73][CH:74]=1.C(=O)(O)[O-].[Na+]. Product: [F:78][C:68]([F:67])([F:79])[C:69]1[CH:70]=[CH:71][C:72]([C:75]([NH:34][C:35]2[CH:36]=[C:37]3[C:44]4([CH2:49][CH2:48][S:47][C:46]([NH:50][C:51](=[O:57])[O:52][C:53]([CH3:54])([CH3:56])[CH3:55])=[N:45]4)[CH2:43][CH2:42][O:41][C:38]3=[CH:39][CH:40]=2)=[O:76])=[N:73][CH:74]=1. The catalyst class is: 4. (8) Product: [Cl:8][C:7]1[C:2]([N:13]2[CH2:14][CH2:15][N:10]([CH3:9])[CH2:11][CH2:12]2)=[N:3][CH:4]=[CH:5][N:6]=1. The catalyst class is: 10. Reactant: Cl[C:2]1[C:7]([Cl:8])=[N:6][CH:5]=[CH:4][N:3]=1.[CH3:9][N:10]1[CH2:15][CH2:14][NH:13][CH2:12][CH2:11]1. (9) Reactant: [N:1]([C@@H:4]([C@@H:26]([C:33]1[CH:38]=[CH:37][C:36]([Cl:39])=[CH:35][CH:34]=1)[CH:27]1[CH2:32][CH2:31][O:30][CH2:29][CH2:28]1)[C:5]([NH:7][C:8]1[CH:13]=[CH:12][CH:11]=[C:10]([F:14])[C:9]=1[CH2:15][CH2:16][CH:17]1[CH2:19][N@@:18]1[S:20]([CH:23]1[CH2:25][CH2:24]1)(=[O:22])=[O:21])=[O:6])=[N+:2]=[N-:3].[NH2:40][CH2:41][C@H:42]([OH:44])[CH3:43]. Product: [N:1]([C@@H:4]([C@@H:26]([C:33]1[CH:34]=[CH:35][C:36]([Cl:39])=[CH:37][CH:38]=1)[CH:27]1[CH2:32][CH2:31][O:30][CH2:29][CH2:28]1)[C:5]([NH:7][C:8]1[CH:13]=[CH:12][CH:11]=[C:10]([F:14])[C:9]=1[CH2:15][CH2:16][C@H:17]([NH:18][S:20]([CH:23]1[CH2:25][CH2:24]1)(=[O:21])=[O:22])[CH2:19][NH:40][CH2:41][C@H:42]([OH:44])[CH3:43])=[O:6])=[N+:2]=[N-:3]. The catalyst class is: 325. (10) Reactant: O=P(Cl)(Cl)Cl.[CH:6]1([C:12]2[S:13][CH:14]=[C:15]([C:17]([OH:19])=O)[N:16]=2)[CH2:11][CH2:10][CH2:9][CH2:8][CH2:7]1.[C:20]([C:23]1[CH:29]=[CH:28][C:27]([O:30][CH3:31])=[C:26]([CH3:32])[C:24]=1[NH2:25])(=[O:22])[CH3:21]. Product: [C:20]([C:23]1[C:24]([NH:25][C:17]([C:15]2[N:16]=[C:12]([CH:6]3[CH2:7][CH2:8][CH2:9][CH2:10][CH2:11]3)[S:13][CH:14]=2)=[O:19])=[C:26]([CH3:32])[C:27]([O:30][CH3:31])=[CH:28][CH:29]=1)(=[O:22])[CH3:21]. The catalyst class is: 17.